Dataset: Peptide-MHC class II binding affinity with 134,281 pairs from IEDB. Task: Regression. Given a peptide amino acid sequence and an MHC pseudo amino acid sequence, predict their binding affinity value. This is MHC class II binding data. (1) The peptide sequence is NMLTHSINSLISDNL. The MHC is DRB1_0101 with pseudo-sequence DRB1_0101. The binding affinity (normalized) is 0.953. (2) The peptide sequence is GELQIVDKIDAAFKC. The MHC is DRB1_1302 with pseudo-sequence DRB1_1302. The binding affinity (normalized) is 0.405.